This data is from Reaction yield outcomes from USPTO patents with 853,638 reactions. The task is: Predict the reaction yield, written as a fraction of the theoretical maximum amount of product (1.0 means a 100% yield; for example, 0.34 means a 34% yield). (1) The reactants are [Br:1][C:2]1[C:10]2[C:5](=[CH:6][CH:7]=[C:8]([C:11]3[N:15]=[CH:14][NH:13][N:12]=3)[CH:9]=2)[N:4]([CH:16]2[CH2:21][CH2:20][CH2:19][CH2:18][O:17]2)[N:3]=1.N1C=CC=CC=1.C(N(CC)CC)C.[C:35](Cl)([C:48]1[CH:53]=[CH:52][CH:51]=[CH:50][CH:49]=1)([C:42]1[CH:47]=[CH:46][CH:45]=[CH:44][CH:43]=1)[C:36]1[CH:41]=[CH:40][CH:39]=[CH:38][CH:37]=1. The catalyst is CO. The product is [Br:1][C:2]1[C:10]2[C:5](=[CH:6][CH:7]=[C:8]([C:11]3[N:15]=[CH:14][N:13]([C:35]([C:36]4[CH:41]=[CH:40][CH:39]=[CH:38][CH:37]=4)([C:48]4[CH:49]=[CH:50][CH:51]=[CH:52][CH:53]=4)[C:42]4[CH:43]=[CH:44][CH:45]=[CH:46][CH:47]=4)[N:12]=3)[CH:9]=2)[N:4]([CH:16]2[CH2:21][CH2:20][CH2:19][CH2:18][O:17]2)[N:3]=1. The yield is 0.950. (2) The reactants are [F:1][C:2]([F:48])([F:47])[C:3]1[CH:4]=[C:5]([CH:40]=[C:41]([C:43]([F:46])([F:45])[F:44])[CH:42]=1)[CH2:6][N:7]([C:28]1[N:33]=[CH:32][C:31]([C:34]2[CH:35]=[N:36][N:37]([CH3:39])[CH:38]=2)=[CH:30][N:29]=1)[C@@H:8]1[CH2:12][N:11]([C:13]2[CH:18]=[CH:17][C:16]([C:19]([F:22])([F:21])[F:20])=[CH:15][C:14]=2[CH:23](O)[CH3:24])[C@H:10]([CH2:26][CH3:27])[CH2:9]1.C([SiH](CC)CC)C. The catalyst is C(O)(C(F)(F)F)=O.ClCCCl. The product is [F:45][C:43]([F:44])([F:46])[C:41]1[CH:40]=[C:5]([CH:4]=[C:3]([C:2]([F:48])([F:47])[F:1])[CH:42]=1)[CH2:6][N:7]([C@H:8]1[CH2:9][C@@H:10]([CH2:26][CH3:27])[N:11]([C:13]2[CH:18]=[CH:17][C:16]([C:19]([F:20])([F:21])[F:22])=[CH:15][C:14]=2[CH2:23][CH3:24])[CH2:12]1)[C:28]1[N:29]=[CH:30][C:31]([C:34]2[CH:35]=[N:36][N:37]([CH3:39])[CH:38]=2)=[CH:32][N:33]=1. The yield is 0.0700.